Dataset: Peptide-MHC class I binding affinity with 185,985 pairs from IEDB/IMGT. Task: Regression. Given a peptide amino acid sequence and an MHC pseudo amino acid sequence, predict their binding affinity value. This is MHC class I binding data. (1) The peptide sequence is QSKELLNSIGF. The MHC is Mamu-A02 with pseudo-sequence Mamu-A02. The binding affinity (normalized) is 0.213. (2) The peptide sequence is GLMHNQDGL. The MHC is HLA-A02:01 with pseudo-sequence HLA-A02:01. The binding affinity (normalized) is 0.319. (3) The peptide sequence is YLPEVISTIA. The MHC is HLA-A68:02 with pseudo-sequence HLA-A68:02. The binding affinity (normalized) is 0.180. (4) The peptide sequence is KIVDHIVMY. The MHC is HLA-A03:01 with pseudo-sequence HLA-A03:01. The binding affinity (normalized) is 0.733. (5) The peptide sequence is RSRWSRKML. The MHC is HLA-B07:02 with pseudo-sequence HLA-B07:02. The binding affinity (normalized) is 0.581. (6) The peptide sequence is HAEMQNPVY. The MHC is HLA-A26:01 with pseudo-sequence HLA-A26:01. The binding affinity (normalized) is 0.213.